Dataset: NCI-60 drug combinations with 297,098 pairs across 59 cell lines. Task: Regression. Given two drug SMILES strings and cell line genomic features, predict the synergy score measuring deviation from expected non-interaction effect. (1) Cell line: U251. Synergy scores: CSS=11.0, Synergy_ZIP=-8.35, Synergy_Bliss=-13.2, Synergy_Loewe=-18.4, Synergy_HSA=-10.7. Drug 1: CCC1(CC2CC(C3=C(CCN(C2)C1)C4=CC=CC=C4N3)(C5=C(C=C6C(=C5)C78CCN9C7C(C=CC9)(C(C(C8N6C=O)(C(=O)OC)O)OC(=O)C)CC)OC)C(=O)OC)O.OS(=O)(=O)O. Drug 2: CC(C)CN1C=NC2=C1C3=CC=CC=C3N=C2N. (2) Drug 1: CC1=CC=C(C=C1)C2=CC(=NN2C3=CC=C(C=C3)S(=O)(=O)N)C(F)(F)F. Drug 2: CCN(CC)CCCC(C)NC1=C2C=C(C=CC2=NC3=C1C=CC(=C3)Cl)OC. Cell line: SW-620. Synergy scores: CSS=40.0, Synergy_ZIP=1.21, Synergy_Bliss=0.0331, Synergy_Loewe=-31.0, Synergy_HSA=-3.22. (3) Drug 1: CC1=C(C=C(C=C1)NC(=O)C2=CC=C(C=C2)CN3CCN(CC3)C)NC4=NC=CC(=N4)C5=CN=CC=C5. Drug 2: B(C(CC(C)C)NC(=O)C(CC1=CC=CC=C1)NC(=O)C2=NC=CN=C2)(O)O. Cell line: HL-60(TB). Synergy scores: CSS=48.7, Synergy_ZIP=2.68, Synergy_Bliss=-0.104, Synergy_Loewe=-49.5, Synergy_HSA=-4.82. (4) Drug 1: CC1C(C(=O)NC(C(=O)N2CCCC2C(=O)N(CC(=O)N(C(C(=O)O1)C(C)C)C)C)C(C)C)NC(=O)C3=C4C(=C(C=C3)C)OC5=C(C(=O)C(=C(C5=N4)C(=O)NC6C(OC(=O)C(N(C(=O)CN(C(=O)C7CCCN7C(=O)C(NC6=O)C(C)C)C)C)C(C)C)C)N)C. Drug 2: C1=NC2=C(N1)C(=S)N=CN2. Cell line: OVCAR-8. Synergy scores: CSS=35.1, Synergy_ZIP=-6.69, Synergy_Bliss=-4.82, Synergy_Loewe=0.511, Synergy_HSA=1.55. (5) Drug 1: CN1CCC(CC1)COC2=C(C=C3C(=C2)N=CN=C3NC4=C(C=C(C=C4)Br)F)OC. Drug 2: CC12CCC3C(C1CCC2OP(=O)(O)O)CCC4=C3C=CC(=C4)OC(=O)N(CCCl)CCCl.[Na+]. Cell line: SN12C. Synergy scores: CSS=3.87, Synergy_ZIP=-4.75, Synergy_Bliss=-7.63, Synergy_Loewe=-6.90, Synergy_HSA=-5.95. (6) Drug 1: C1CCN(CC1)CCOC2=CC=C(C=C2)C(=O)C3=C(SC4=C3C=CC(=C4)O)C5=CC=C(C=C5)O. Drug 2: C1=CN(C=N1)CC(O)(P(=O)(O)O)P(=O)(O)O. Cell line: OVCAR-4. Synergy scores: CSS=5.87, Synergy_ZIP=0.206, Synergy_Bliss=3.66, Synergy_Loewe=1.59, Synergy_HSA=0.484.